From a dataset of HIV replication inhibition screening data with 41,000+ compounds from the AIDS Antiviral Screen. Binary Classification. Given a drug SMILES string, predict its activity (active/inactive) in a high-throughput screening assay against a specified biological target. (1) The molecule is COC(=O)c1cc(C(=CCCCCCl)c2cc(Cl)c(OC)c(C(=O)OC)c2)cc(Cl)c1OC. The result is 1 (active). (2) The molecule is CC(C)=CCc1c(-c2ccc(O)cc2O)oc2c3c(cc(O)c2c1=O)OC(C)(C)C=C3. The result is 0 (inactive). (3) The drug is CCOC(=O)c1c(N)sc2c1C(C(=O)OCC)CCCC2. The result is 0 (inactive). (4) The molecule is N#CC=Cc1ccc(-c2cc(C(F)(F)F)cc(C(F)(F)F)c2)o1. The result is 0 (inactive). (5) The result is 0 (inactive). The molecule is Cl.O=C1Oc2ccccc2C(=O)C1=CNc1nc(-c2ccccc2)cs1.